The task is: Predict which catalyst facilitates the given reaction.. This data is from Catalyst prediction with 721,799 reactions and 888 catalyst types from USPTO. (1) Reactant: [OH-].[Na+].[C:3]([NH:6][C:7]([CH2:18][C:19]1[CH:24]=[N:23][CH:22]=[CH:21][N:20]=1)(C(OCC)=O)[C:8]([O:10][CH2:11][CH3:12])=[O:9])(=[O:5])[CH3:4].Cl. Product: [C:3]([NH:6][CH:7]([CH2:18][C:19]1[CH:24]=[N:23][CH:22]=[CH:21][N:20]=1)[C:8]([O:10][CH2:11][CH3:12])=[O:9])(=[O:5])[CH3:4]. The catalyst class is: 8. (2) Reactant: [OH:1][CH2:2][C:3]1[CH:11]=[CH:10][C:6]([C:7]([OH:9])=[O:8])=[CH:5][CH:4]=1.CN(C=O)C.O[N:18]=[C:19]([NH2:30])[C:20]1[CH:25]=[CH:24][C:23]([CH2:26][CH:27]([CH3:29])[CH3:28])=[CH:22][CH:21]=1. Product: [OH:1][CH2:2][C:3]1[CH:4]=[CH:5][C:6]([C:7]([O:9][N:18]=[C:19]([C:20]2[CH:25]=[CH:24][C:23]([CH2:26][CH:27]([CH3:29])[CH3:28])=[CH:22][CH:21]=2)[NH2:30])=[O:8])=[CH:10][CH:11]=1. The catalyst class is: 6. (3) Reactant: [NH:1]1[CH2:6][CH2:5][S:4][CH2:3][CH2:2]1.[Br:7][C:8]1[CH:9]=[CH:10][C:11](I)=[N:12][CH:13]=1.CC1(C)C2C(=C(P(C3C=CC=CC=3)C3C=CC=CC=3)C=CC=2)OC2C(P(C3C=CC=CC=3)C3C=CC=CC=3)=CC=CC1=2.C(O[Na])(C)(C)C. The catalyst class is: 101. Product: [Br:7][C:8]1[CH:9]=[CH:10][C:11]([N:1]2[CH2:6][CH2:5][S:4][CH2:3][CH2:2]2)=[N:12][CH:13]=1. (4) Reactant: [Cl:1][C:2]1[CH:7]=[CH:6][C:5]([C:8]2[CH:9]=[C:10]3[CH:25]([NH:26][C:27](=O)[O:28]C4C=CC=CC=4)[CH2:24][C:23]([CH3:37])([CH3:36])[O:22][C:11]3=[N:12][C:13]=2[C:14]2[CH:19]=[CH:18][C:17]([Cl:20])=[CH:16][C:15]=2[Cl:21])=[CH:4][CH:3]=1.[NH2:38][NH2:39]. Product: [Cl:1][C:2]1[CH:3]=[CH:4][C:5]([C:8]2[CH:9]=[C:10]3[CH:25]([NH:26][C:27]([NH:38][NH2:39])=[O:28])[CH2:24][C:23]([CH3:37])([CH3:36])[O:22][C:11]3=[N:12][C:13]=2[C:14]2[CH:19]=[CH:18][C:17]([Cl:20])=[CH:16][C:15]=2[Cl:21])=[CH:6][CH:7]=1. The catalyst class is: 14. (5) Reactant: Br[C:2]1[S:6][CH:5]=[C:4]([CH2:7][CH2:8][C:9]([O:11]CC)=[O:10])[C:3]=1[C:14]1[CH:19]=[CH:18][C:17]([C:20]#[N:21])=[CH:16][C:15]=1[CH3:22].[CH3:23][O:24][C:25]1[CH:30]=[CH:29][C:28](B(O)O)=[CH:27][CH:26]=1.C([O-])([O-])=O.[Na+].[Na+]. Product: [C:20]([C:17]1[CH:18]=[CH:19][C:14]([C:3]2[C:4]([CH2:7][CH2:8][C:9]([OH:11])=[O:10])=[CH:5][S:6][C:2]=2[C:28]2[CH:29]=[CH:30][C:25]([O:24][CH3:23])=[CH:26][CH:27]=2)=[C:15]([CH3:22])[CH:16]=1)#[N:21]. The catalyst class is: 551. (6) Product: [C:1]([O:5][C:6]([N:8]1[CH2:20][C@@H:19]([CH3:21])[N:18]2[C@H:10]([CH2:11][C:12]3[C:17]2=[N:16][C:15]([CH2:22][CH2:23][CH2:24][O:25][CH3:28])=[CH:14][CH:13]=3)[CH2:9]1)=[O:7])([CH3:3])([CH3:2])[CH3:4]. Reactant: [C:1]([O:5][C:6]([N:8]1[CH2:20][C@@H:19]([CH3:21])[N:18]2[C@H:10]([CH2:11][C:12]3[C:17]2=[N:16][C:15]([CH2:22][CH2:23][CH2:24][OH:25])=[CH:14][CH:13]=3)[CH2:9]1)=[O:7])([CH3:4])([CH3:3])[CH3:2].[H-].[Na+].[CH3:28]I.O. The catalyst class is: 7. (7) Reactant: [CH2:1]([N:6]1[C:14]2[N:13]=[CH:12][NH:11][C:10]=2[C:9]2=[N:15][C:16]([C:18]3[CH:23]=[CH:22][CH:21]=[CH:20][CH:19]=3)=[N:17][N:8]2[C:7]1=[O:24])[CH2:2][CH2:3][CH2:4][CH3:5].[Br:25]N1C(=O)CCC1=O.C1(O)C=CC=CC=1. Product: [Br:25][C:12]1[NH:11][C:10]2[C:9]3=[N:15][C:16]([C:18]4[CH:19]=[CH:20][CH:21]=[CH:22][CH:23]=4)=[N:17][N:8]3[C:7](=[O:24])[N:6]([CH2:1][CH2:2][CH2:3][CH2:4][CH3:5])[C:14]=2[N:13]=1. The catalyst class is: 1.